This data is from Full USPTO retrosynthesis dataset with 1.9M reactions from patents (1976-2016). The task is: Predict the reactants needed to synthesize the given product. (1) Given the product [Cl:27][C:28]1[CH:33]=[C:32]([Cl:34])[CH:31]=[CH:30][C:29]=1[C:2]1[N:7]=[C:6]([NH:8][CH2:9][CH2:10][NH:11][C:12]2[CH:19]=[CH:18][C:15]([C:16]#[N:17])=[CH:14][N:13]=2)[N:5]2[CH:20]=[C:21]([C:23]([F:26])([F:25])[F:24])[N:22]=[C:4]2[CH:3]=1, predict the reactants needed to synthesize it. The reactants are: Cl[C:2]1[N:7]=[C:6]([NH:8][CH2:9][CH2:10][NH:11][C:12]2[CH:19]=[CH:18][C:15]([C:16]#[N:17])=[CH:14][N:13]=2)[N:5]2[CH:20]=[C:21]([C:23]([F:26])([F:25])[F:24])[N:22]=[C:4]2[CH:3]=1.[Cl:27][C:28]1[CH:33]=[C:32]([Cl:34])[CH:31]=[CH:30][C:29]=1B(O)O. (2) Given the product [F:22][C:21]([F:24])([F:23])[C:19]([OH:25])=[O:20].[CH3:1][N:2]1[C:10]2[CH2:9][CH2:8][NH:7][CH2:6][C:5]=2[C:4]([CH3:18])=[N:3]1, predict the reactants needed to synthesize it. The reactants are: [CH3:1][N:2]1[C:10]2[CH2:9][CH2:8][N:7](C(OC(C)(C)C)=O)[CH2:6][C:5]=2[C:4]([CH3:18])=[N:3]1.[C:19]([OH:25])([C:21]([F:24])([F:23])[F:22])=[O:20]. (3) Given the product [Br:1][C:2]1[C:3](=[O:21])[N:4]([CH2:9][C:10]2[CH:20]=[CH:19][C:13]3[O:14][C:15]([F:17])([F:18])[O:16][C:12]=3[CH:11]=2)[C:5](=[O:8])[N:6]([C:30]2[CH:31]=[C:26]([NH:25][C:22](=[O:24])[CH3:23])[CH:27]=[CH:28][CH:29]=2)[N:7]=1, predict the reactants needed to synthesize it. The reactants are: [Br:1][C:2]1[C:3](=[O:21])[N:4]([CH2:9][C:10]2[CH:20]=[CH:19][C:13]3[O:14][C:15]([F:18])([F:17])[O:16][C:12]=3[CH:11]=2)[C:5](=[O:8])[NH:6][N:7]=1.[C:22]([NH:25][C:26]1[CH:27]=[C:28](B(O)O)[CH:29]=[CH:30][CH:31]=1)(=[O:24])[CH3:23].N1C=CC=CC=1.C([O-])(O)=O.[Na+]. (4) Given the product [ClH:6].[ClH:6].[CH3:13][N:14]([CH3:28])[CH:15]1[CH2:20][CH2:19][C:18]([C:21]2[N:26]=[C:25]([NH:27][C:4](=[O:5])[C:3]3[C:2]([F:1])=[CH:10][C:9]([F:11])=[CH:8][C:7]=3[F:12])[CH:24]=[CH:23][CH:22]=2)=[CH:17][CH2:16]1, predict the reactants needed to synthesize it. The reactants are: [F:1][C:2]1[CH:10]=[C:9]([F:11])[CH:8]=[C:7]([F:12])[C:3]=1[C:4]([Cl:6])=[O:5].[CH3:13][N:14]([CH3:28])[CH:15]1[CH2:20][CH2:19][C:18]([C:21]2[N:26]=[C:25]([NH2:27])[CH:24]=[CH:23][CH:22]=2)=[CH:17][CH2:16]1. (5) Given the product [CH3:17][N:8]1[C:4]2[N:5]=[CH:6][NH:7][C:2](=[O:18])[C:3]=2[C:10]([C:11]2[CH:16]=[CH:15][CH:14]=[CH:13][CH:12]=2)=[CH:9]1, predict the reactants needed to synthesize it. The reactants are: Cl[C:2]1[C:3]2[C:10]([C:11]3[CH:16]=[CH:15][CH:14]=[CH:13][CH:12]=3)=[CH:9][N:8]([CH3:17])[C:4]=2[N:5]=[CH:6][N:7]=1.[OH-:18].[Na+].